Dataset: Forward reaction prediction with 1.9M reactions from USPTO patents (1976-2016). Task: Predict the product of the given reaction. (1) Given the reactants [CH:1]([C:3]1[N:4]([CH2:12][O:13][CH2:14][CH2:15][Si:16]([CH3:19])([CH3:18])[CH3:17])[CH:5]=[C:6]([C:8]([O:10][CH3:11])=[O:9])[N:7]=1)=O.[NH2:20]O.Cl, predict the reaction product. The product is: [C:1]([C:3]1[N:4]([CH2:12][O:13][CH2:14][CH2:15][Si:16]([CH3:19])([CH3:18])[CH3:17])[CH:5]=[C:6]([C:8]([O:10][CH3:11])=[O:9])[N:7]=1)#[N:20]. (2) Given the reactants [N:1]1([C:6]2[N:11]=[C:10]([CH3:12])[CH:9]=[C:8]([CH:13]3[CH2:17][CH2:16][CH2:15][NH:14]3)[N:7]=2)[CH:5]=[CH:4][N:3]=[CH:2]1.[CH2:18]1[O:31][C:30]2[CH:29]=[CH:28][C:22]([CH2:23][CH2:24][N:25]=[C:26]=[O:27])=[CH:21][C:20]=2[O:19]1.C(N(CC)CC)C.C1COCC1, predict the reaction product. The product is: [O:31]1[C:30]2[CH:29]=[CH:28][C:22]([CH2:23][CH2:24][NH:25][C:26]([N:14]3[CH2:15][CH2:16][CH2:17][CH:13]3[C:8]3[CH:9]=[C:10]([CH3:12])[N:11]=[C:6]([N:1]4[CH:5]=[CH:4][N:3]=[CH:2]4)[N:7]=3)=[O:27])=[CH:21][C:20]=2[O:19][CH2:18]1. (3) Given the reactants [NH2:1][C:2]1[CH:10]=[C:9]2[C:5]([C:6]([C:21]([NH:23][CH2:24][C:25]3[CH:30]=[CH:29][C:28]([F:31])=[C:27]([F:32])[CH:26]=3)=[O:22])=[C:7]([CH:18]([CH3:20])[CH3:19])[N:8]2[CH2:11][C:12]2[CH:17]=[CH:16][CH:15]=[CH:14][CH:13]=2)=[CH:4][CH:3]=1.[C:33]1(=O)[CH2:37][CH2:36][CH2:35][CH2:34]1, predict the reaction product. The product is: [CH2:11]([N:8]1[C:9]2[C:5](=[CH:4][CH:3]=[C:2]([NH:1][CH:33]3[CH2:37][CH2:36][CH2:35][CH2:34]3)[CH:10]=2)[C:6]([C:21]([NH:23][CH2:24][C:25]2[CH:30]=[CH:29][C:28]([F:31])=[C:27]([F:32])[CH:26]=2)=[O:22])=[C:7]1[CH:18]([CH3:19])[CH3:20])[C:12]1[CH:13]=[CH:14][CH:15]=[CH:16][CH:17]=1. (4) Given the reactants P12(SP3(SP(SP(S3)(S1)=S)(=S)S2)=S)=[S:2].O[C:16]1(NC(=O)CCC)[C:25]2[C:20](=[CH:21][C:22]([CH3:26])=[CH:23][CH:24]=2)[N:19]=[CH:18][CH2:17]1.[N:33]1C=[CH:37][CH:36]=[CH:35][CH:34]=1, predict the reaction product. The product is: [CH3:26][C:22]1[CH:23]=[CH:24][C:25]2[C:16]3[S:2][C:34]([CH2:35][CH2:36][CH3:37])=[N:33][C:17]=3[CH:18]=[N:19][C:20]=2[CH:21]=1. (5) Given the reactants [Cl:1][C:2]1[C:3]([NH2:14])=[N:4][N:5]([C:7]2[CH:12]=[CH:11][CH:10]=[CH:9][C:8]=2[Cl:13])[CH:6]=1.C(N(CC)CC)C.[F:22][C:23]([F:34])([F:33])[C:24]1[CH:32]=[CH:31][CH:30]=[CH:29][C:25]=1[C:26](Cl)=[O:27], predict the reaction product. The product is: [Cl:1][C:2]1[C:3]([NH:14][C:26](=[O:27])[C:25]2[CH:29]=[CH:30][CH:31]=[CH:32][C:24]=2[C:23]([F:22])([F:33])[F:34])=[N:4][N:5]([C:7]2[CH:12]=[CH:11][CH:10]=[CH:9][C:8]=2[Cl:13])[CH:6]=1. (6) Given the reactants CN([CH:4]=[C:5]1[CH2:14][C@@H:13]2[C@H:8]([CH2:9][C@H:10]([NH:18][C:19](=[O:28])[N:20]([CH2:23][CH2:24][N:25]([CH3:27])[CH3:26])[CH2:21][CH3:22])[CH2:11][N:12]2[CH2:15][CH2:16][CH3:17])[CH2:7][C:6]1=O)C.C(O)C.C(=O)(O)O.[NH2:37][C:38]([NH2:40])=[NH:39], predict the reaction product. The product is: [NH2:39][C:38]1[N:40]=[CH:4][C:5]2[CH2:14][C@H:13]3[N:12]([CH2:15][CH2:16][CH3:17])[CH2:11][C@@H:10]([NH:18][C:19](=[O:28])[N:20]([CH2:23][CH2:24][N:25]([CH3:27])[CH3:26])[CH2:21][CH3:22])[CH2:9][C@@H:8]3[CH2:7][C:6]=2[N:37]=1. (7) Given the reactants [N+:1]([C:4]1[CH:5]=[N:6][N:7]([CH2:17][O:18][CH2:19][CH2:20][Si:21]([CH3:24])([CH3:23])[CH3:22])[C:8]=1[N:9]1[CH2:15][CH:14]([OH:16])[CH2:13][NH:12][CH2:11][CH2:10]1)([O-:3])=[O:2].[C:25](O[C:25]([O:27][C:28]([CH3:31])([CH3:30])[CH3:29])=[O:26])([O:27][C:28]([CH3:31])([CH3:30])[CH3:29])=[O:26].CCN(C(C)C)C(C)C, predict the reaction product. The product is: [OH:16][CH:14]1[CH2:13][N:12]([C:25]([O:27][C:28]([CH3:31])([CH3:30])[CH3:29])=[O:26])[CH2:11][CH2:10][N:9]([C:8]2[N:7]([CH2:17][O:18][CH2:19][CH2:20][Si:21]([CH3:24])([CH3:23])[CH3:22])[N:6]=[CH:5][C:4]=2[N+:1]([O-:3])=[O:2])[CH2:15]1.